This data is from Catalyst prediction with 721,799 reactions and 888 catalyst types from USPTO. The task is: Predict which catalyst facilitates the given reaction. (1) Reactant: [Br:1][C:2]1[C:3]([C:15]([F:18])([F:17])[F:16])=[C:4]2[C:9](=[C:10]([O:12]C)[CH:11]=1)[N:8]=[CH:7][NH:6][C:5]2=[O:14].B(Br)(Br)Br. Product: [Br:1][C:2]1[C:3]([C:15]([F:17])([F:18])[F:16])=[C:4]2[C:9](=[C:10]([OH:12])[CH:11]=1)[N:8]=[CH:7][NH:6][C:5]2=[O:14]. The catalyst class is: 4. (2) Reactant: [NH2:1][C:2]1[N:7]=[CH:6][N:5]=[C:4]2[N:8]([CH2:25][C@@H:26]3[CH2:30][CH2:29][CH2:28][N:27]3[C:31](=[O:35])[CH2:32][C:33]#[N:34])[N:9]=[C:10]([C:11]3[CH:16]=[CH:15][C:14]([O:17][C:18]4[CH:23]=[CH:22][CH:21]=[CH:20][CH:19]=4)=[CH:13][C:12]=3[F:24])[C:3]=12.[O:36]1[CH2:39][CH:38]([CH:40]=O)[CH2:37]1.N1CCCC[CH2:43]1. Product: [NH2:1][C:2]1[N:7]=[CH:6][N:5]=[C:4]2[N:8]([CH2:25][C@@H:26]3[CH2:30][CH2:29][CH2:28][N:27]3[C:31]([C:32](=[CH:43][C:38]3([CH3:40])[CH2:39][O:36][CH2:37]3)[C:33]#[N:34])=[O:35])[N:9]=[C:10]([C:11]3[CH:16]=[CH:15][C:14]([O:17][C:18]4[CH:19]=[CH:20][CH:21]=[CH:22][CH:23]=4)=[CH:13][C:12]=3[F:24])[C:3]=12. The catalyst class is: 8. (3) Reactant: [NH2:1][C:2]1[CH:3]=[C:4]([Cl:31])[CH:5]=[C:6]2[C:10]=1[NH:9][C:8]([C:11]([NH2:13])=[O:12])=[C:7]2[S:14]([N:17]1[CH2:22][CH2:21][O:20][C@H:19]([CH2:23][O:24][C:25]2[CH:30]=[CH:29][CH:28]=[CH:27][CH:26]=2)[CH2:18]1)(=[O:16])=[O:15].[C:32]1(=[O:38])[O:37][C:35](=[O:36])[CH2:34][CH2:33]1. Product: [C:11]([C:8]1[NH:9][C:10]2[C:6]([C:7]=1[S:14]([N:17]1[CH2:22][CH2:21][O:20][C@H:19]([CH2:23][O:24][C:25]3[CH:26]=[CH:27][CH:28]=[CH:29][CH:30]=3)[CH2:18]1)(=[O:16])=[O:15])=[CH:5][C:4]([Cl:31])=[CH:3][C:2]=2[NH:1][C:32](=[O:38])[CH2:33][CH2:34][C:35]([OH:37])=[O:36])(=[O:12])[NH2:13]. The catalyst class is: 11. (4) Reactant: [N:1]1([CH2:7][CH2:8][CH2:9][OH:10])[CH2:6][CH2:5][CH2:4][CH2:3][CH2:2]1.[H-].[Na+].[F:13][C:14]1[C:15]([C:35]2[CH:36]=[N:37][C:38](F)=[CH:39][CH:40]=2)=[CH:16][C:17]2[C:18]3[N:26]([CH:27]4[CH2:32][CH2:31][O:30][CH2:29][CH2:28]4)[C:25](=[O:33])[N:24]([CH3:34])[C:19]=3[CH:20]=[N:21][C:22]=2[CH:23]=1. Product: [F:13][C:14]1[C:15]([C:35]2[CH:36]=[N:37][C:38]([O:10][CH2:9][CH2:8][CH2:7][N:1]3[CH2:6][CH2:5][CH2:4][CH2:3][CH2:2]3)=[CH:39][CH:40]=2)=[CH:16][C:17]2[C:18]3[N:26]([CH:27]4[CH2:28][CH2:29][O:30][CH2:31][CH2:32]4)[C:25](=[O:33])[N:24]([CH3:34])[C:19]=3[CH:20]=[N:21][C:22]=2[CH:23]=1. The catalyst class is: 1. (5) Reactant: [CH2:1]([N:8]1[CH2:13][CH2:12][C@:11]([NH:16][C:17]2[CH:22]=[CH:21][CH:20]=[C:19]([F:23])[CH:18]=2)([C:14]#[N:15])[CH2:10][C@H:9]1[CH3:24])[C:2]1[CH:7]=[CH:6][CH:5]=[CH:4][CH:3]=1. Product: [CH2:1]([N:8]1[CH2:13][CH2:12][C:11]([NH:16][C:17]2[CH:22]=[CH:21][CH:20]=[C:19]([F:23])[CH:18]=2)([C:14]#[N:15])[CH2:10][CH:9]1[CH3:24])[C:2]1[CH:3]=[CH:4][CH:5]=[CH:6][CH:7]=1. The catalyst class is: 5. (6) Reactant: [CH2:1]([S:3]([C:6]1[CH:11]=[CH:10][CH:9]=[C:8]([N+:12]([O-])=O)[CH:7]=1)(=[O:5])=[O:4])[CH3:2].[H][H]. Product: [CH2:1]([S:3]([C:6]1[CH:7]=[C:8]([CH:9]=[CH:10][CH:11]=1)[NH2:12])(=[O:5])=[O:4])[CH3:2]. The catalyst class is: 94.